This data is from Peptide-MHC class I binding affinity with 185,985 pairs from IEDB/IMGT. The task is: Regression. Given a peptide amino acid sequence and an MHC pseudo amino acid sequence, predict their binding affinity value. This is MHC class I binding data. (1) The binding affinity (normalized) is 0.415. The peptide sequence is CKVIRKDIW. The MHC is Mamu-B17 with pseudo-sequence Mamu-B17. (2) The peptide sequence is LVDKEDTDI. The MHC is HLA-A02:01 with pseudo-sequence HLA-A02:01. The binding affinity (normalized) is 0. (3) The peptide sequence is LPRERFRKT. The MHC is HLA-B15:17 with pseudo-sequence HLA-B15:17. The binding affinity (normalized) is 0.0847. (4) The peptide sequence is WLGDVWQEK. The MHC is HLA-B57:01 with pseudo-sequence HLA-B57:01. The binding affinity (normalized) is 0.0847. (5) The peptide sequence is GMLECGFPT. The MHC is HLA-A02:19 with pseudo-sequence HLA-A02:19. The binding affinity (normalized) is 0.446. (6) The peptide sequence is QPYRVVVLSF. The MHC is HLA-B35:01 with pseudo-sequence HLA-B35:01. The binding affinity (normalized) is 0.165. (7) The peptide sequence is PTAPPAGAAH. The MHC is HLA-A31:01 with pseudo-sequence HLA-A31:01. The binding affinity (normalized) is 0.